This data is from Experimentally validated miRNA-target interactions with 360,000+ pairs, plus equal number of negative samples. The task is: Binary Classification. Given a miRNA mature sequence and a target amino acid sequence, predict their likelihood of interaction. (1) The miRNA is mmu-miR-7650-3p with sequence GUUUUGAUAUAUACAAGAAGGA. The protein sequence of the target gene is MTDAAVSFAKDFLAGGVAAAISKTAVAPIERVKLLLQVQHASKQITADKQYKGIIDCVVRIPKEQGVLSFWRGNLANVIRYFPTQALNFAFKDKYKQIFLGGVDKRTQFWLYFAGNLASGGAAGATSLCFVYPLDFARTRLAADVGKAGAEREFRGLGDCLVKIYKSDGIKGLYQGFNVSVQGIIIYRAAYFGIYDTAKGMLPDPKNTHIVISWMIAQTVTAVAGLTSYPFDTVRRRMMMQSGRKGTDIMYTGTLDCWRKIARDEGGKAFFKGAWSNVLRGMGGAFVLVLYDEIKKYT. Result: 0 (no interaction). (2) The miRNA is hsa-miR-1305 with sequence UUUUCAACUCUAAUGGGAGAGA. The protein sequence of the target gene is MDEDGLELQQEPNSFFDATGADGTHMDGDQIVVEVQETVFVSDVVDSDITVHNFVPDDPDSVVIQDVIEDVVIEDVQCPDIMEEADVSETVIIPEQVLDSDVTEEVSLAHCTVPDDVLASDITSASMSMPEHVLTGDSIHVSDVGHVGHVGHVEHVVHDSVVEAEIVTDPLTTDVVSEEVLVADCASEAVIDANGIPVDQQDDDKGNCEDYLMISLDDAGKIEHDGSSGMTMDTESEIDPCKVDGTCPEVIKVYIFKADPGEDDLGGTVDIVESEPENDHGVELLDQNSSIRVPREKMVY.... Result: 1 (interaction). (3) The miRNA is hsa-miR-335-5p with sequence UCAAGAGCAAUAACGAAAAAUGU. The protein sequence of the target gene is MKSSGPVERLLRALGRRDSSRAASRPRKAEPHSFREKVFRKKPPVCAVCKVTIDGTGVSCRVCKVATHRKCEAKVTSACQALPPVELRRNTAPVRRIEHLGSTKSLNHSKQRSTLPRSFSLDPLMERRWDLDLTYVTERILAAAFPARPDEQRHRGHLRELAHVLQSKHRDKYLLFNLSEKRHDLTRLNPKVQDFGWPELHAPPLDKLCSICKAMETWLSADPQHVVVLYCKGNKGKLGVIVSAYMHYSKISAGADQALATLTMRKFCEDKVATELQPSQRRYISYFSGLLSGSIRMNSS.... Result: 1 (interaction). (4) The miRNA is hsa-miR-6741-3p with sequence UCGGCUCUCUCCCUCACCCUAG. The protein sequence of the target gene is MGKTKDIGDDDTVASEFWSGALSQPSSVPTRPRTPNRDSWRRAWAARGLHPRPSILQPGPARLSRARAGGTRCPQRRHGRATFCALGRGIGVRRGPGPRPARIPGLTLTWKRMSARRMQWAMQTGGRNQTFGGGVPLFWTWLTICCAVWRSLPCRLTHSCSRAFSSAPLKKTKSSMLPPKQALASAARNLCRGAGCNRQAVAGQLLPSTWSLHAHGLAKEAPILPVKKISRSCSVNNKVSKKTTKPPTLRSFLSPI. Result: 1 (interaction). (5) The miRNA is mmu-miR-1194 with sequence GAAUGAGUAACUGCUAGAUCCU. The protein sequence of the target gene is MPDVKESVPPKYPGDSEGRSCKPETSGPPQEDKSGSEDPPPFLSVTGLTETVNEVSKLSNKIGMNCDYYMEEKVLPPSSLEGKVKETVHNAFWDHLKEQLSATPPDFSCALELLKEIKEILLSLLLPRQNRLRIEIEEALDMDLLKQEAEHGALKVLYLSKYVLNMMALLCAPVRDEAVQKLENITDPVWLLRGIFQVLGRMKMDMVNYTIQSLQPHLQEHSIQYERAKFQELLNKQPSLLNHTTKWLTQAAGDLTMSPPTCPDTSDSSSVAGPSPNEAANNPEPLSPTMVLCQGFLNLL.... Result: 0 (no interaction).